This data is from Reaction yield outcomes from USPTO patents with 853,638 reactions. The task is: Predict the reaction yield, written as a fraction of the theoretical maximum amount of product (1.0 means a 100% yield; for example, 0.34 means a 34% yield). (1) The reactants are [F:1][C:2]1[CH:7]=[CH:6][C:5]([C:8]2[C:13]([C:14]3[CH:19]=[CH:18][N:17]=[CH:16][CH:15]=3)=[CH:12][C:11]([C:20]#[N:21])=[C:10](O)[N:9]=2)=[CH:4][CH:3]=1.O=P(Cl)(Cl)[Cl:25].N. The catalyst is CN(C=O)C. The product is [Cl:25][C:10]1[N:9]=[C:8]([C:5]2[CH:6]=[CH:7][C:2]([F:1])=[CH:3][CH:4]=2)[C:13]([C:14]2[CH:19]=[CH:18][N:17]=[CH:16][CH:15]=2)=[CH:12][C:11]=1[C:20]#[N:21]. The yield is 0.550. (2) The reactants are [Cl:1][C:2]1[CH:7]=[C:6]([Cl:8])[CH:5]=[CH:4][C:3]=1[S:9]([NH:12][CH2:13][CH2:14][CH2:15][CH2:16][N:17]([CH2:35][C@@H:36]([NH:41]C(OC(C)(C)C)=O)[CH2:37][CH:38]([CH3:40])[CH3:39])[C:18](=[O:34])[O:19][CH2:20][CH:21]1[C:33]2[CH:32]=[CH:31][CH:30]=[CH:29][C:28]=2[C:27]2[C:22]1=[CH:23][CH:24]=[CH:25][CH:26]=2)(=[O:11])=[O:10].C(O)(C(F)(F)F)=O.C(N(CC)CC)C.[C:63]1([N:69]=[C:70]=[O:71])[CH:68]=[CH:67][CH:66]=[CH:65][CH:64]=1. The catalyst is ClCCl. The product is [Cl:1][C:2]1[CH:7]=[C:6]([Cl:8])[CH:5]=[CH:4][C:3]=1[S:9]([NH:12][CH2:13][CH2:14][CH2:15][CH2:16][N:17]([CH2:35][C@@H:36]([NH:41][C:70]([NH:69][C:63]1[CH:68]=[CH:67][CH:66]=[CH:65][CH:64]=1)=[O:71])[CH2:37][CH:38]([CH3:39])[CH3:40])[C:18](=[O:34])[O:19][CH2:20][CH:21]1[C:33]2[CH:32]=[CH:31][CH:30]=[CH:29][C:28]=2[C:27]2[C:22]1=[CH:23][CH:24]=[CH:25][CH:26]=2)(=[O:11])=[O:10]. The yield is 0.750. (3) The reactants are [N:1]12[CH2:8][CH2:7][CH:4]([CH2:5][CH2:6]1)[CH:3]([NH:9][C:10]([C:12]1[CH:13]=[CH:14][CH:15]=[C:16]3[O:20][C:19]([C:21]4[CH:26]=[CH:25][C:24](I)=[CH:23][CH:22]=4)=[N:18][C:17]=13)=[O:11])[CH2:2]2.[CH3:28][Si:29]([C:32]#[CH:33])([CH3:31])[CH3:30]. The catalyst is CN(C=O)C.C(N(CC)CC)C.[Cu]I.Cl[Pd](Cl)([P](C1C=CC=CC=1)(C1C=CC=CC=1)C1C=CC=CC=1)[P](C1C=CC=CC=1)(C1C=CC=CC=1)C1C=CC=CC=1. The product is [N:1]12[CH2:8][CH2:7][CH:4]([CH2:5][CH2:6]1)[CH:3]([NH:9][C:10]([C:12]1[CH:13]=[CH:14][CH:15]=[C:16]3[O:20][C:19]([C:21]4[CH:26]=[CH:25][C:24]([C:33]#[C:32][Si:29]([CH3:31])([CH3:30])[CH3:28])=[CH:23][CH:22]=4)=[N:18][C:17]=13)=[O:11])[CH2:2]2. The yield is 0.940.